This data is from Full USPTO retrosynthesis dataset with 1.9M reactions from patents (1976-2016). The task is: Predict the reactants needed to synthesize the given product. (1) Given the product [C:19]([NH:18][C:13]1[C:12]([CH:22]([CH:27]2[CH2:32][CH2:31][O:30][CH2:29][CH2:28]2)[CH2:23][CH2:24][C:25]([OH:46])=[O:44])=[CH:11][C:10]2[C:15](=[CH:16][CH:17]=[C:8]([O:1][C:2]3[CH:7]=[CH:6][CH:5]=[CH:4][CH:3]=3)[CH:9]=2)[N:14]=1)(=[O:21])[CH3:20], predict the reactants needed to synthesize it. The reactants are: [O:1]([C:8]1[CH:9]=[C:10]2[C:15](=[CH:16][CH:17]=1)[N:14]=[C:13]([NH:18][C:19](=[O:21])[CH3:20])[C:12]([CH:22]([CH:27]1[CH2:32][CH2:31][O:30][CH2:29][CH2:28]1)[CH2:23][CH2:24][CH:25]=C)=[CH:11]2)[C:2]1[CH:7]=[CH:6][CH:5]=[CH:4][CH:3]=1.[Mn]([O-])(=O)(=O)=O.[K+].S(=O)(O)[O-].[Na+].[OH-:44].[Na+].[OH2:46]. (2) Given the product [CH3:34][O:35][C:36]1[CH:37]=[C:38]([C:2]2[CH:33]=[CH:32][C:5]([C:6]([N:8]3[CH2:13][CH2:12][N:11]([CH2:14][CH2:15][CH2:16][N:17]4[CH2:22][CH2:21][N:20]([C:23](=[O:31])[C:24]5[CH:29]=[CH:28][C:27]([C:54]6[CH:55]=[C:56]([O:50][CH3:49])[C:57]([O:60][CH3:59])=[C:58]([O:61][CH3:65])[CH:53]=6)=[CH:26][CH:25]=5)[CH2:19][CH2:18]4)[CH2:10][CH2:9]3)=[O:7])=[CH:4][CH:3]=2)[CH:39]=[C:40]([O:44][CH3:45])[C:41]=1[O:42][CH3:43], predict the reactants needed to synthesize it. The reactants are: Br[C:2]1[CH:33]=[CH:32][C:5]([C:6]([N:8]2[CH2:13][CH2:12][N:11]([CH2:14][CH2:15][CH2:16][N:17]3[CH2:22][CH2:21][N:20]([C:23](=[O:31])[C:24]4[CH:29]=[CH:28][C:27](Br)=[CH:26][CH:25]=4)[CH2:19][CH2:18]3)[CH2:10][CH2:9]2)=[O:7])=[CH:4][CH:3]=1.[CH3:34][O:35][C:36]1[CH:37]=[C:38](B(O)O)[CH:39]=[C:40]([O:44][CH3:45])[C:41]=1[O:42][CH3:43].[CH3:49][O-:50].[Na+].C[CH2:53][CH2:54][CH2:55][CH2:56][CH2:57][CH3:58].[CH3:59][OH:60].[O:61]1[CH2:65]CCC1. (3) The reactants are: [Cl:1][C:2]1[CH:45]=[CH:44][C:5]([CH2:6][C@@H:7]([NH:30][CH:31]2[CH2:36][CH2:35][N:34](C(OC(C)(C)C)=O)[CH2:33][CH2:32]2)[C:8]([N:10]2[CH2:15][CH2:14][CH:13]([N:16]([CH:24]3[CH2:29][CH2:28][CH2:27][CH2:26][CH2:25]3)[CH2:17][CH2:18][N:19]3[CH:23]=[CH:22][N:21]=[CH:20]3)[CH2:12][CH2:11]2)=[O:9])=[CH:4][CH:3]=1.Cl. Given the product [Cl:1][C:2]1[CH:3]=[CH:4][C:5]([CH2:6][C@@H:7]([NH:30][CH:31]2[CH2:36][CH2:35][NH:34][CH2:33][CH2:32]2)[C:8]([N:10]2[CH2:15][CH2:14][CH:13]([N:16]([CH:24]3[CH2:29][CH2:28][CH2:27][CH2:26][CH2:25]3)[CH2:17][CH2:18][N:19]3[CH:23]=[CH:22][N:21]=[CH:20]3)[CH2:12][CH2:11]2)=[O:9])=[CH:44][CH:45]=1, predict the reactants needed to synthesize it. (4) Given the product [C:14]12([C:6]3[C:5]([OH:4])=[CH:10][CH:9]=[CH:8][C:7]=3[O:11][CH2:12][CH2:13]1)[CH2:16][CH2:15]2, predict the reactants needed to synthesize it. The reactants are: COC[O:4][C:5]1[CH:10]=[CH:9][CH:8]=[C:7]2[O:11][CH2:12][CH2:13][C:14]3([CH2:16][CH2:15]3)[C:6]=12.Cl.O.